Dataset: Forward reaction prediction with 1.9M reactions from USPTO patents (1976-2016). Task: Predict the product of the given reaction. (1) Given the reactants [Cl:1][C:2]1[CH:43]=[CH:42][C:5]([CH2:6][NH:7][C:8]([C:10]2[C:11](=[O:41])[C:12]3[CH:28]=[C:27]([CH2:29][N:30]([CH2:32][CH:33]([OH:40])[C:34]4[N:39]=[CH:38][CH:37]=[CH:36][N:35]=4)[CH3:31])[S:26][C:13]=3[N:14]([CH2:16][CH2:17][CH2:18][O:19]C3CCCCO3)[CH:15]=2)=[O:9])=[CH:4][CH:3]=1.Cl(O)(=O)(=O)=O.C([O-])(O)=O.[Na+], predict the reaction product. The product is: [Cl:1][C:2]1[CH:3]=[CH:4][C:5]([CH2:6][NH:7][C:8]([C:10]2[C:11](=[O:41])[C:12]3[CH:28]=[C:27]([CH2:29][N:30]([CH2:32][CH:33]([OH:40])[C:34]4[N:39]=[CH:38][CH:37]=[CH:36][N:35]=4)[CH3:31])[S:26][C:13]=3[N:14]([CH2:16][CH2:17][CH2:18][OH:19])[CH:15]=2)=[O:9])=[CH:42][CH:43]=1. (2) The product is: [OH:3][CH2:4][CH2:5][O:6][NH:7][C:8]([C:10]1[N:18]([CH2:19][CH2:20][OH:21])[C:17]2[CH:16]=[CH:15][N:14]=[CH:13][C:12]=2[C:11]=1[NH:32][C:33]1[CH:38]=[CH:37][C:36]([I:39])=[CH:35][C:34]=1[F:40])=[O:9]. Given the reactants C([O:3][CH2:4][CH2:5][O:6][NH:7][C:8]([C:10]1[N:18]([CH2:19][CH2:20][O:21][Si](C(C)C)(C(C)C)C(C)C)[C:17]2[CH:16]=[CH:15][N:14]=[CH:13][C:12]=2[C:11]=1[NH:32][C:33]1[CH:38]=[CH:37][C:36]([I:39])=[CH:35][C:34]=1[F:40])=[O:9])=C.[F-].C([NH3+])(C)(C)C, predict the reaction product. (3) Given the reactants [C:1]([O:5][C:6](=[O:25])[CH2:7][O:8][C:9]1[CH:24]=[CH:23][CH:22]=[CH:21][C:10]=1[C:11]([O:13]CC1C=CC=CC=1)=[O:12])([CH3:4])([CH3:3])[CH3:2], predict the reaction product. The product is: [C:1]([O:5][C:6](=[O:25])[CH2:7][O:8][C:9]1[CH:24]=[CH:23][CH:22]=[CH:21][C:10]=1[C:11]([OH:13])=[O:12])([CH3:4])([CH3:2])[CH3:3]. (4) Given the reactants [Cl:1][CH2:2][CH2:3][CH2:4][S:5]([O:8][CH2:9][C:10]([CH3:25])([CH3:24])[CH:11]([O:14][CH2:15][C:16]1[CH:21]=[CH:20][C:19]([O:22][CH3:23])=[CH:18][CH:17]=1)[CH:12]=C)(=[O:7])=[O:6].O=O.[O:28]=[O+][O-].CSC, predict the reaction product. The product is: [Cl:1][CH2:2][CH2:3][CH2:4][S:5]([O:8][CH2:9][C:10]([CH3:24])([CH3:25])[CH:11]([O:14][CH2:15][C:16]1[CH:17]=[CH:18][C:19]([O:22][CH3:23])=[CH:20][CH:21]=1)[CH:12]=[O:28])(=[O:6])=[O:7]. (5) Given the reactants Br[C:2]1[CH:3]=[CH:4][CH:5]=[C:6]2[C:10]=1[N:9]([S:11]([C:14]1[CH:19]=[CH:18][C:17](C)=[CH:16][CH:15]=1)(=[O:13])=[O:12])[CH:8]=[C:7]2CCN(C)C.[C:26]([O-])(=O)C.[K+].[CH3:31][C:32]([N:34]([CH3:36])[CH3:35])=O, predict the reaction product. The product is: [CH3:26][C:3]1[CH:4]=[CH:5][C:6]2[C:7]3[C:15]4[CH:16]=[CH:17][C:18]([CH2:31][CH2:32][N:34]([CH3:36])[CH3:35])=[CH:19][C:14]=4[S:11](=[O:13])(=[O:12])[N:9]([C:10]=2[CH:2]=1)[CH:8]=3. (6) Given the reactants Cl.[C:2]1([C:8]2([CH:18]3[CH2:22][NH:21][CH2:20][CH2:19]3)[CH2:17][CH2:16][C:11]3(OCC[O:12]3)[CH2:10][CH2:9]2)[CH:7]=[CH:6][CH:5]=[CH:4][CH:3]=1, predict the reaction product. The product is: [NH:21]1[CH2:22][CH:18]([C:8]2([C:2]3[CH:3]=[CH:4][CH:5]=[CH:6][CH:7]=3)[CH2:9][CH2:10][C:11](=[O:12])[CH2:16][CH2:17]2)[CH2:19][CH2:20]1. (7) Given the reactants [CH3:1][N:2]1[C:10]2[CH:9]=[C:8]([C:11]3[CH:16]=[CH:15][C:14]([CH2:17][CH2:18][CH:19]=O)=[C:13]([C:21]([F:24])([F:23])[F:22])[CH:12]=3)[N:7]=[C:6]([C:25]#[N:26])[C:5]=2[N:4]=[N:3]1.[C@H:27]12[CH2:33][C@H:30]([NH:31][CH2:32]1)[CH2:29][N:28]2[C:34]([O:36][C:37]([CH3:40])([CH3:39])[CH3:38])=[O:35].C(O)(=O)C.C(O[BH-](OC(=O)C)OC(=O)C)(=O)C.[Na+], predict the reaction product. The product is: [C:25]([C:6]1[C:5]2[N:4]=[N:3][N:2]([CH3:1])[C:10]=2[CH:9]=[C:8]([C:11]2[CH:16]=[CH:15][C:14]([CH2:17][CH2:18][CH2:19][N:31]3[CH2:32][C@@H:27]4[CH2:33][C@H:30]3[CH2:29][N:28]4[C:34]([O:36][C:37]([CH3:40])([CH3:39])[CH3:38])=[O:35])=[C:13]([C:21]([F:24])([F:23])[F:22])[CH:12]=2)[N:7]=1)#[N:26]. (8) Given the reactants [Cl:1][C:2]1[CH:8]=[CH:7][C:5]([NH2:6])=[CH:4][C:3]=1[C:9]1[CH:14]=[CH:13][CH:12]=[CH:11][N:10]=1.[NH2:15][C:16]1[CH:24]=[C:23]([S:25]([CH3:28])(=[O:27])=[O:26])[CH:22]=[CH:21][C:17]=1[C:18](O)=[O:19], predict the reaction product. The product is: [NH2:15][C:16]1[CH:24]=[C:23]([S:25]([CH3:28])(=[O:27])=[O:26])[CH:22]=[CH:21][C:17]=1[C:18]([NH:6][C:5]1[CH:7]=[CH:8][C:2]([Cl:1])=[C:3]([C:9]2[CH:14]=[CH:13][CH:12]=[CH:11][N:10]=2)[CH:4]=1)=[O:19]. (9) Given the reactants Cl[C:2]1[C:7]([C:8]2[C:13]([F:14])=[CH:12][N:11]=[C:10]([NH:15][CH3:16])[N:9]=2)=[CH:6][CH:5]=[CH:4][N:3]=1.[NH2:17][C:18]1[CH:19]=[C:20]([CH:33]=[CH:34][C:35]=1[CH3:36])[C:21]([NH:23][C:24]1[CH:29]=[CH:28][CH:27]=[C:26]([CH:30]([CH3:32])[CH3:31])[CH:25]=1)=[O:22].C1C=CC(P(C2C(C3C(P(C4C=CC=CC=4)C4C=CC=CC=4)=CC=C4C=3C=CC=C4)=C3C(C=CC=C3)=CC=2)C2C=CC=CC=2)=CC=1.C([O-])([O-])=O.[K+].[K+], predict the reaction product. The product is: [F:14][C:13]1[C:8]([C:7]2[C:2]([NH:17][C:18]3[CH:19]=[C:20]([CH:33]=[CH:34][C:35]=3[CH3:36])[C:21]([NH:23][C:24]3[CH:29]=[CH:28][CH:27]=[C:26]([CH:30]([CH3:32])[CH3:31])[CH:25]=3)=[O:22])=[N:3][CH:4]=[CH:5][CH:6]=2)=[N:9][C:10]([NH:15][CH3:16])=[N:11][CH:12]=1. (10) Given the reactants [C:1]([C:3]1[C:4]([C:20]([F:23])([F:22])[F:21])=[C:5]2[C:9](=[CH:10][CH:11]=1)[N:8]([CH2:12][C:13](=[NH:16])[NH:14][OH:15])[C:7]([CH2:17][CH2:18][CH3:19])=[CH:6]2)#[N:2].[Br:24][C:25]1[CH:26]=[CH:27][C:28]([Cl:34])=[C:29]([CH:33]=1)[C:30](Cl)=O.C(N(CC)CC)C, predict the reaction product. The product is: [Br:24][C:25]1[CH:26]=[CH:27][C:28]([Cl:34])=[C:29]([C:30]2[O:15][N:14]=[C:13]([CH2:12][N:8]3[C:9]4[C:5](=[C:4]([C:20]([F:22])([F:23])[F:21])[C:3]([C:1]#[N:2])=[CH:11][CH:10]=4)[CH:6]=[C:7]3[CH2:17][CH2:18][CH3:19])[N:16]=2)[CH:33]=1.